The task is: Predict which catalyst facilitates the given reaction.. This data is from Catalyst prediction with 721,799 reactions and 888 catalyst types from USPTO. (1) Reactant: [H-].[H-].[H-].[H-].[Li+].[Al+3].[F:7][C:8]1[CH:16]=[N:15][CH:14]=[CH:13][C:9]=1[C:10](O)=[O:11]. Product: [F:7][C:8]1[CH:16]=[N:15][CH:14]=[CH:13][C:9]=1[CH2:10][OH:11]. The catalyst class is: 1. (2) Reactant: C(OC([NH:8][CH2:9][CH:10]1[O:14][B:13]([OH:15])[C:12]2[C:16]([O:20][CH2:21][CH2:22][CH2:23][N:24]3[CH2:29][CH2:28][N:27]([C:30]4[CH:39]=[C:38]5[C:33]([C:34](=[O:46])[C:35]([C:43]([OH:45])=[O:44])=[CH:36][N:37]5[CH:40]5[CH2:42][CH2:41]5)=[CH:32][C:31]=4[F:47])[CH2:26][CH2:25]3)=[CH:17][CH:18]=[CH:19][C:11]1=2)=O)(C)(C)C.Cl. Product: [NH2:8][CH2:9][CH:10]1[O:14][B:13]([OH:15])[C:12]2[C:16]([O:20][CH2:21][CH2:22][CH2:23][N:24]3[CH2:29][CH2:28][N:27]([C:30]4[CH:39]=[C:38]5[C:33]([C:34](=[O:46])[C:35]([C:43]([OH:45])=[O:44])=[CH:36][N:37]5[CH:40]5[CH2:42][CH2:41]5)=[CH:32][C:31]=4[F:47])[CH2:26][CH2:25]3)=[CH:17][CH:18]=[CH:19][C:11]1=2. The catalyst class is: 13. (3) Reactant: [NH2:1][CH2:2][C:3]1[CH:11]=[CH:10][C:6]([C:7]([OH:9])=[O:8])=[CH:5][CH:4]=1.Cl[C:13]([O:15][CH3:16])=[O:14].CC(N(C)C)=O. Product: [C:13]([NH:1][CH2:2][C:3]1[CH:4]=[CH:5][C:6]([C:7]([OH:9])=[O:8])=[CH:10][CH:11]=1)([O:15][CH3:16])=[O:14]. The catalyst class is: 12. (4) Reactant: [CH3:1][O:2][C:3](=[O:15])[CH2:4][C@H:5]1[C:9]2[CH:10]=[CH:11][C:12]([OH:14])=[CH:13][C:8]=2[O:7][CH2:6]1.[Cl:16]N1C(=O)CCC1=O. Product: [CH3:1][O:2][C:3](=[O:15])[CH2:4][C@H:5]1[C:9]2[CH:10]=[C:11]([Cl:16])[C:12]([OH:14])=[CH:13][C:8]=2[O:7][CH2:6]1. The catalyst class is: 1.